From a dataset of Forward reaction prediction with 1.9M reactions from USPTO patents (1976-2016). Predict the product of the given reaction. (1) Given the reactants C1(C)C=CC=CC=1.[NH2:8][CH2:9][CH:10]1[CH2:15][CH2:14][CH2:13][CH2:12][NH:11]1.O.[F:17][C:18]([F:42])([F:41])[CH2:19][O:20][C:21]1[CH:34]=[CH:33][C:32]([O:35][CH2:36][C:37]([F:40])([F:39])[F:38])=[CH:31][C:22]=1[C:23](OCC(F)(F)F)=[O:24], predict the reaction product. The product is: [CH:33]1[C:32]([O:35][CH2:36][C:37]([F:38])([F:39])[F:40])=[CH:31][C:22]([C:23]([NH:8][CH2:9][CH:10]2[NH:11][CH2:12][CH2:13][CH2:14][CH2:15]2)=[O:24])=[C:21]([O:20][CH2:19][C:18]([F:17])([F:41])[F:42])[CH:34]=1. (2) Given the reactants [CH3:1][CH:2]1[CH2:7][CH2:6][CH2:5][CH2:4][CH:3]1[NH:8][C:9]1[C:10]2[N:11]([CH:17]=[C:18]([N+:20]([O-:22])=[O:21])[CH:19]=2)[N:12]=[CH:13][C:14]=1[C:15]#[N:16].[NH4+].[OH-:24].OO, predict the reaction product. The product is: [CH3:1][CH:2]1[CH2:7][CH2:6][CH2:5][CH2:4][CH:3]1[NH:8][C:9]1[C:10]2[N:11]([CH:17]=[C:18]([N+:20]([O-:22])=[O:21])[CH:19]=2)[N:12]=[CH:13][C:14]=1[C:15]([NH2:16])=[O:24]. (3) Given the reactants N1C=CN=C1.[C:6]([Si:10](Cl)([CH3:12])[CH3:11])([CH3:9])([CH3:8])[CH3:7].[C:14]1([CH:21]=[CH:20][CH:19]=[C:17]([OH:18])[CH:16]=1)[OH:15], predict the reaction product. The product is: [Si:10]([O:15][C:14]1[CH:16]=[C:17]([OH:18])[CH:19]=[CH:20][CH:21]=1)([C:6]([CH3:9])([CH3:8])[CH3:7])([CH3:12])[CH3:11]. (4) Given the reactants C[O:2][C:3](=[O:41])[CH2:4][O:5][CH2:6][C:7]1[CH:12]=[CH:11][C:10]([C:13]([C:18]2[CH:23]=[CH:22][C:21]([O:24][CH2:25][CH:26]([O:31][Si](C(C)(C)C)(C)C)[C:27]([CH3:30])([CH3:29])[CH3:28])=[C:20]([CH3:39])[CH:19]=2)([CH2:16][CH3:17])[CH2:14][CH3:15])=[CH:9][C:8]=1[CH3:40].C1COCC1.CCCC[N+](CCCC)(CCCC)CCCC.[F-].[OH-].[Na+], predict the reaction product. The product is: [CH2:14]([C:13]([C:10]1[CH:11]=[CH:12][C:7]([CH2:6][O:5][CH2:4][C:3]([OH:41])=[O:2])=[C:8]([CH3:40])[CH:9]=1)([C:18]1[CH:23]=[CH:22][C:21]([O:24][CH2:25][CH:26]([OH:31])[C:27]([CH3:29])([CH3:30])[CH3:28])=[C:20]([CH3:39])[CH:19]=1)[CH2:16][CH3:17])[CH3:15]. (5) Given the reactants [Si:1]([O:8][C@H:9]1[CH2:14][CH2:13][C@H:12]([N:15]2[C:19]3[N:20]=[CH:21][N:22]=[C:23](Cl)[C:18]=3[CH:17]=[CH:16]2)[CH2:11][CH2:10]1)([C:4]([CH3:7])([CH3:6])[CH3:5])([CH3:3])[CH3:2].N, predict the reaction product. The product is: [Si:1]([O:8][C@H:9]1[CH2:10][CH2:11][C@H:12]([N:15]2[C:19]3[N:20]=[CH:21][N:22]=[CH:23][C:18]=3[CH:17]=[CH:16]2)[CH2:13][CH2:14]1)([C:4]([CH3:7])([CH3:5])[CH3:6])([CH3:2])[CH3:3]. (6) The product is: [CH2:1]([N:8]([C:9]1[N:10]([C:18]2[CH:19]=[CH:20][C:21]([Cl:24])=[CH:22][CH:23]=2)[N:11]=[C:12]2[C:17]=1[CH:16]=[CH:15][CH:14]=[CH:13]2)[C:32]([NH:31][CH:25]1[CH2:30][CH2:29][CH2:28][CH2:27][CH2:26]1)=[O:33])[C:2]1[CH:3]=[CH:4][CH:5]=[CH:6][CH:7]=1. Given the reactants [CH2:1]([NH:8][C:9]1[N:10]([C:18]2[CH:23]=[CH:22][C:21]([Cl:24])=[CH:20][CH:19]=2)[N:11]=[C:12]2[C:17]=1[CH:16]=[CH:15][CH:14]=[CH:13]2)[C:2]1[CH:7]=[CH:6][CH:5]=[CH:4][CH:3]=1.[CH:25]1([N:31]=[C:32]=[O:33])[CH2:30][CH2:29][CH2:28][CH2:27][CH2:26]1, predict the reaction product.